From a dataset of Full USPTO retrosynthesis dataset with 1.9M reactions from patents (1976-2016). Predict the reactants needed to synthesize the given product. (1) Given the product [Br:1][C:2]1[C:11]2[C:6](=[CH:7][C:8]([CH2:12][O:13][CH3:20])=[CH:9][CH:10]=2)[C:5](=[O:14])[N:4]([CH:15]([CH3:17])[CH3:16])[N:3]=1, predict the reactants needed to synthesize it. The reactants are: [Br:1][C:2]1[C:11]2[C:6](=[CH:7][C:8]([CH2:12][OH:13])=[CH:9][CH:10]=2)[C:5](=[O:14])[N:4]([CH:15]([CH3:17])[CH3:16])[N:3]=1.[H-].[Na+].[CH3:20]I. (2) Given the product [Cl:2][C:3]1[CH:4]=[C:5]([C:10]23[CH2:15][CH:14]2[CH2:13][N:12]([CH3:16])[CH2:11]3)[CH:6]=[CH:7][C:8]=1[Cl:9], predict the reactants needed to synthesize it. The reactants are: Cl.[Cl:2][C:3]1[CH:4]=[C:5]([C:10]23[CH2:15][CH:14]2[CH2:13][NH:12][CH2:11]3)[CH:6]=[CH:7][C:8]=1[Cl:9].[CH:16](O)=O. (3) The reactants are: [OH:1][CH2:2][C@H:3]1[N:13]2[C:14]3[N:5]([C:6](=[O:16])[CH:7]=[N:8][C:9]=3[CH:10]=[CH:11][C:12]2=[O:15])[CH2:4]1.C(N(CC)CC)C.[CH3:24][S:25](Cl)(=[O:27])=[O:26]. Given the product [CH3:24][S:25]([O:1][CH2:2][C@H:3]1[N:13]2[C:14]3[N:5]([C:6](=[O:16])[CH:7]=[N:8][C:9]=3[CH:10]=[CH:11][C:12]2=[O:15])[CH2:4]1)(=[O:27])=[O:26], predict the reactants needed to synthesize it. (4) Given the product [C:33]([O:37][C:38](=[O:49])[NH:39][C:40]1([CH2:46][CH2:47][N:18]2[C:17](=[O:22])[C:16](=[CH:15][C:11]3[CH:10]=[C:9]4[C:14](=[CH:13][CH:12]=3)[N:6]([CH2:5][C:4]3[CH:23]=[CH:24][C:25]([C:27]([F:29])([F:28])[F:30])=[CH:26][C:3]=3[C:2]([F:31])([F:1])[F:32])[N:7]=[CH:8]4)[S:20][C:19]2=[O:21])[CH2:45][CH2:44][O:43][CH2:42][CH2:41]1)([CH3:36])([CH3:35])[CH3:34], predict the reactants needed to synthesize it. The reactants are: [F:1][C:2]([F:32])([F:31])[C:3]1[CH:26]=[C:25]([C:27]([F:30])([F:29])[F:28])[CH:24]=[CH:23][C:4]=1[CH2:5][N:6]1[C:14]2[C:9](=[CH:10][C:11]([CH:15]=[C:16]3[S:20][C:19](=[O:21])[NH:18][C:17]3=[O:22])=[CH:12][CH:13]=2)[CH:8]=[N:7]1.[C:33]([O:37][C:38](=[O:49])[NH:39][C:40]1([CH2:46][CH2:47]O)[CH2:45][CH2:44][O:43][CH2:42][CH2:41]1)([CH3:36])([CH3:35])[CH3:34]. (5) Given the product [CH3:5][O:6][C:7]1[CH:8]=[C:9]2[C:14](=[CH:15][C:16]=1[O:17][CH3:18])[CH2:13][N:12]([CH2:19][CH2:20][C:21]1[CH:22]=[CH:23][C:24]([NH2:27])=[CH:25][CH:26]=1)[CH2:11][CH2:10]2, predict the reactants needed to synthesize it. The reactants are: Cl.C(O)C.[CH3:5][O:6][C:7]1[CH:8]=[C:9]2[C:14](=[CH:15][C:16]=1[O:17][CH3:18])[CH2:13][N:12]([CH2:19][CH2:20][C:21]1[CH:26]=[CH:25][C:24]([N+:27]([O-])=O)=[CH:23][CH:22]=1)[CH2:11][CH2:10]2.[OH-].[Na+]. (6) Given the product [C:1]([O:5][C:6]([N:8]1[CH2:12][CH2:11][CH2:10][CH2:9]1)=[O:7])([CH3:4])([CH3:2])[CH3:3], predict the reactants needed to synthesize it. The reactants are: [C:1]([O:5][C:6]([N:8]1[CH2:12][CH2:11][CH2:10][CH:9]1C(=O)NCC1C=CC(Br)=CC=1)=[O:7])([CH3:4])([CH3:3])[CH3:2].C(OC(N1CCCC1C1NC(C2C=CC(B3OC(C)(C)C(C)(C)O3)=CC=2)=CN=1)=O)(C)(C)C.C([O-])(O)=O.[Na+].C(COC)OC. (7) The reactants are: [CH2:1]([C:5]1[CH:10]=[C:9]([C:11]2[O:15][N:14]=[C:13]([C:16]3[CH:21]=[CH:20][C:19]([CH2:22][C:23](O)=[O:24])=[CH:18][CH:17]=3)[N:12]=2)[CH:8]=[C:7]([CH3:26])[N:6]=1)[CH:2]([CH3:4])[CH3:3].Cl.[NH:28]1[CH2:32][CH2:31][CH:30]([C:33]([OH:35])=[O:34])[CH2:29]1. Given the product [CH2:1]([C:5]1[CH:10]=[C:9]([C:11]2[O:15][N:14]=[C:13]([C:16]3[CH:17]=[CH:18][C:19]([CH2:22][C:23]([N:28]4[CH2:32][CH2:31][CH:30]([C:33]([OH:35])=[O:34])[CH2:29]4)=[O:24])=[CH:20][CH:21]=3)[N:12]=2)[CH:8]=[C:7]([CH3:26])[N:6]=1)[CH:2]([CH3:4])[CH3:3], predict the reactants needed to synthesize it.